Dataset: Full USPTO retrosynthesis dataset with 1.9M reactions from patents (1976-2016). Task: Predict the reactants needed to synthesize the given product. (1) Given the product [Cl:1][C:2]1[N:7]=[C:6]([N:24]([CH3:25])[CH3:23])[C:5]([C:9]2[CH:14]=[CH:13][C:12]([Cl:15])=[CH:11][CH:10]=2)=[C:4]([C:16]2[CH:21]=[CH:20][C:19]([Cl:22])=[CH:18][CH:17]=2)[N:3]=1, predict the reactants needed to synthesize it. The reactants are: [Cl:1][C:2]1[N:7]=[C:6](Cl)[C:5]([C:9]2[CH:14]=[CH:13][C:12]([Cl:15])=[CH:11][CH:10]=2)=[C:4]([C:16]2[CH:21]=[CH:20][C:19]([Cl:22])=[CH:18][CH:17]=2)[N:3]=1.[CH3:23][NH:24][CH3:25]. (2) Given the product [NH:13]([C:2]1[CH:7]=[C:6]([O:8][CH2:9][C:10]#[C:11][CH3:12])[N:5]=[CH:4][N:3]=1)[C:14]1[CH:19]=[CH:18][CH:17]=[CH:16][CH:15]=1, predict the reactants needed to synthesize it. The reactants are: Cl[C:2]1[CH:7]=[C:6]([O:8][CH2:9][C:10]#[C:11][CH3:12])[N:5]=[CH:4][N:3]=1.[NH2:13][C:14]1[CH:19]=[CH:18][CH:17]=[CH:16][CH:15]=1. (3) Given the product [O:9]1[CH2:10][CH:11]=[C:12]([C:2]2[C:3]([F:8])=[N:4][CH:5]=[CH:6][CH:7]=2)[CH2:13][CH2:14]1, predict the reactants needed to synthesize it. The reactants are: Br[C:2]1[C:3]([F:8])=[N:4][CH:5]=[CH:6][CH:7]=1.[O:9]1[CH2:14][CH:13]=[C:12](B2OC(C)(C)C(C)(C)O2)[CH2:11][CH2:10]1.C(=O)([O-])[O-].[Na+].[Na+]. (4) Given the product [Si:20]([O:27][CH2:28][CH2:29][CH2:30][N:9]1[C:10]2[N:11]=[CH:12][N:13]=[C:14]([NH2:16])[C:15]=2[C:7]([C:4]2[CH:3]=[CH:2][C:1]([CH3:17])=[CH:6][CH:5]=2)=[CH:8]1)([C:23]([CH3:24])([CH3:25])[CH3:26])([CH3:22])[CH3:21], predict the reactants needed to synthesize it. The reactants are: [C:1]1([CH3:17])[CH:6]=[CH:5][C:4]([C:7]2[C:15]3[C:14]([NH2:16])=[N:13][CH:12]=[N:11][C:10]=3[NH:9][CH:8]=2)=[CH:3][CH:2]=1.[H-].[Na+].[Si:20]([O:27][CH2:28][CH2:29][CH2:30]I)([C:23]([CH3:26])([CH3:25])[CH3:24])([CH3:22])[CH3:21]. (5) Given the product [I:1][C:2]1[CH:3]=[C:4]2[C:5](=[N:6][C:7]=1[O:8][CH3:9])[N:10]([CH3:11])[CH:15]=[C:16]([C:17]([O:19][CH2:20][CH3:21])=[O:18])[C:22]2=[O:24], predict the reactants needed to synthesize it. The reactants are: [I:1][C:2]1[CH:3]=[CH:4][C:5]([NH:10][CH3:11])=[N:6][C:7]=1[O:8][CH3:9].C(O[CH:15]=[C:16]([C:22]([O:24]CC)=O)[C:17]([O:19][CH2:20][CH3:21])=[O:18])C. (6) The reactants are: [CH:1]1([C:4]2[C:5]([NH:23][S:24]([CH3:27])(=[O:26])=[O:25])=[CH:6][C:7]3[O:11][C:10]([C:12]4[CH:17]=[CH:16][C:15]([Cl:18])=[CH:14][CH:13]=4)=[C:9]([C:19](O)=[O:20])[C:8]=3[CH:22]=2)[CH2:3][CH2:2]1.C[CH2:29][N:30](C(C)C)C(C)C.CN(C(ON1N=NC2C=CC=NC1=2)=[N+](C)C)C.F[P-](F)(F)(F)(F)F.CN.C1COCC1. Given the product [Cl:18][C:15]1[CH:14]=[CH:13][C:12]([C:10]2[O:11][C:7]3[CH:6]=[C:5]([NH:23][S:24]([CH3:27])(=[O:26])=[O:25])[C:4]([CH:1]4[CH2:2][CH2:3]4)=[CH:22][C:8]=3[C:9]=2[C:19]([NH:30][CH3:29])=[O:20])=[CH:17][CH:16]=1, predict the reactants needed to synthesize it. (7) The reactants are: [CH3:1][C@H:2]1[NH:7][C@@H:6]([CH3:8])[CH2:5][N:4]([C:9]2[CH:10]=[CH:11][C:12]([O:16][CH3:17])=[C:13]([CH:15]=2)[NH2:14])[CH2:3]1.CN1CCOCC1.[Br:25][C:26]1[S:30][C:29]([S:31](Cl)(=[O:33])=[O:32])=[CH:28][CH:27]=1. Given the product [Br:25][C:26]1[S:30][C:29]([S:31]([NH:14][C:13]2[CH:15]=[C:9]([N:4]3[CH2:3][C@H:2]([CH3:1])[NH:7][C@H:6]([CH3:8])[CH2:5]3)[CH:10]=[CH:11][C:12]=2[O:16][CH3:17])(=[O:33])=[O:32])=[CH:28][CH:27]=1, predict the reactants needed to synthesize it.